From a dataset of Reaction yield outcomes from USPTO patents with 853,638 reactions. Predict the reaction yield, written as a fraction of the theoretical maximum amount of product (1.0 means a 100% yield; for example, 0.34 means a 34% yield). (1) The reactants are [NH2:1][C:2]1[C:3]([N:15]2[CH2:20][CH2:19][CH:18]([C:21]([O:23][CH3:24])=[O:22])[CH2:17][CH2:16]2)=[N:4][CH:5]=[C:6]([C:8]2[O:9][C:10]([CH2:13][CH3:14])=[CH:11][N:12]=2)[CH:7]=1.IC.[C:27]([O-])([O-])=O.[Cs+].[Cs+]. The catalyst is CN(C=O)C.CCOC(C)=O. The product is [CH2:13]([C:10]1[O:9][C:8]([C:6]2[CH:7]=[C:2]([NH:1][CH3:27])[C:3]([N:15]3[CH2:16][CH2:17][CH:18]([C:21]([O:23][CH3:24])=[O:22])[CH2:19][CH2:20]3)=[N:4][CH:5]=2)=[N:12][CH:11]=1)[CH3:14]. The yield is 0.300. (2) The reactants are Cl[C:2]1[N:7]=[C:6]([NH:8][C:9]2[C:14]3[O:15][CH2:16][O:17][C:13]=3[CH:12]=[C:11]([C:18]#[N:19])[CH:10]=2)[CH:5]=[CH:4][N:3]=1.Cl.[CH3:21][S:22]([C:25]1[CH:26]=[C:27]([CH:29]=[CH:30][CH:31]=1)[NH2:28])(=[O:24])=[O:23].CCN(C(C)C)C(C)C. The catalyst is Cl.C(O)(C)C.CN1C(=O)CCC1. The product is [CH3:21][S:22]([C:25]1[CH:26]=[C:27]([NH:28][C:2]2[N:7]=[C:6]([NH:8][C:9]3[C:14]4[O:15][CH2:16][O:17][C:13]=4[CH:12]=[C:11]([C:18]#[N:19])[CH:10]=3)[CH:5]=[CH:4][N:3]=2)[CH:29]=[CH:30][CH:31]=1)(=[O:23])=[O:24]. The yield is 0.170. (3) The reactants are [CH3:1][O:2][CH2:3][CH2:4][CH:5]([CH2:13][CH2:14][O:15][CH3:16])[CH:6]=[CH:7][C:8]([O:10][CH2:11][CH3:12])=[O:9].CC1C=CC(S([CH2:27][N+:28]#[C-:29])(=O)=O)=CC=1.[H-].[Na+].C(Cl)Cl. The catalyst is CS(C)=O.CCOCC.CCOCC.[Cl-].[Na+].O. The product is [CH2:11]([O:10][C:8]([C:7]1[C:6]([CH:5]([CH2:13][CH2:14][O:15][CH3:16])[CH2:4][CH2:3][O:2][CH3:1])=[CH:29][NH:28][CH:27]=1)=[O:9])[CH3:12]. The yield is 0.740. (4) The reactants are [CH:1]1([CH2:6][C@@H:7]([C:20]([NH:22][NH:23][C:24]2[C:29]([F:30])=[C:28](Cl)[N:27]=[C:26]([Cl:32])[N:25]=2)=[O:21])[CH2:8][N:9]([O:12][CH2:13][C:14]2[CH:19]=[CH:18][CH:17]=[CH:16][CH:15]=2)[CH:10]=[O:11])[CH2:5][CH2:4][CH2:3][CH2:2]1.[NH:33]1[CH2:37][CH2:36][CH2:35][C@H:34]1[CH2:38][N:39]1[C:43]2[N:44]=[CH:45][N:46]=[CH:47][C:42]=2[N:41]=[N:40]1.CCN(C(C)C)C(C)C. The catalyst is CS(C)=O. The product is [Cl:32][C:26]1[N:25]=[C:24]([NH:23][NH:22][C:20](=[O:21])[C@H:7]([CH2:6][CH:1]2[CH2:2][CH2:3][CH2:4][CH2:5]2)[CH2:8][N:9]([O:12][CH2:13][C:14]2[CH:19]=[CH:18][CH:17]=[CH:16][CH:15]=2)[CH:10]=[O:11])[C:29]([F:30])=[C:28]([N:33]2[CH2:37][CH2:36][CH2:35][C@H:34]2[CH2:38][N:39]2[C:43]3[N:44]=[CH:45][N:46]=[CH:47][C:42]=3[N:41]=[N:40]2)[N:27]=1. The yield is 0.210. (5) The reactants are [CH3:1][O:2][C:3](=[O:15])[C:4]1[CH:9]=[CH:8][C:7]([CH:10]=[C:11](Br)Br)=[C:6]([NH2:14])[CH:5]=1.[C:16]1(B(O)O)[CH:21]=[CH:20][CH:19]=[CH:18][CH:17]=1.[O-]P([O-])([O-])=O.[K+].[K+].[K+].O. The catalyst is C1(C)C=CC=CC=1.CC([O-])=O.CC([O-])=O.[Pd+2].COC1C=CC=C(OC)C=1C1C=CC=CC=1P(C1CCCCC1)C1CCCCC1. The product is [CH3:1][O:2][C:3]([C:4]1[CH:5]=[C:6]2[C:7]([CH:10]=[C:11]([C:16]3[CH:21]=[CH:20][CH:19]=[CH:18][CH:17]=3)[NH:14]2)=[CH:8][CH:9]=1)=[O:15]. The yield is 0.900. (6) The reactants are [CH3:1][N:2]([CH3:15])[C:3]([N:5]1[CH2:9][CH:8]2[CH2:10][C:11]([NH2:14])([CH3:13])[CH2:12][CH:7]2[CH2:6]1)=[O:4].Cl[CH2:17][C:18]([N:20]1[CH2:24][C@@H:23]([F:25])[CH2:22][C@H:21]1[C:26]#[N:27])=[O:19].C(=O)([O-])[O-].[K+].[K+]. The catalyst is ClCCl.CN(C)C=O. The product is [C:26]([C@@H:21]1[CH2:22][C@H:23]([F:25])[CH2:24][N:20]1[C:18](=[O:19])[CH2:17][NH:14][C:11]1([CH3:13])[CH2:12][CH:7]2[CH2:6][N:5]([C:3]([N:2]([CH3:1])[CH3:15])=[O:4])[CH2:9][CH:8]2[CH2:10]1)#[N:27]. The yield is 0.580. (7) The reactants are Br[C:2]1[CH:9]=[C:8]([CH3:10])[C:5]([C:6]#[N:7])=[C:4]([CH3:11])[CH:3]=1.C([Li])CCC.CN([CH:20]=[O:21])C. The catalyst is C1COCC1. The product is [CH:20]([C:2]1[CH:9]=[C:8]([CH3:10])[C:5]([C:6]#[N:7])=[C:4]([CH3:11])[CH:3]=1)=[O:21]. The yield is 0.860.